The task is: Predict the product of the given reaction.. This data is from Forward reaction prediction with 1.9M reactions from USPTO patents (1976-2016). (1) Given the reactants [CH3:1][C:2]1([CH2:7][CH2:8][CH2:9][CH2:10][CH2:11][CH2:12][C:13]([C:15]2[N:16](COCC[Si](C)(C)C)[CH:17]=[C:18]([C:20]3[CH:29]=[CH:28][C:27]4[C:22](=[CH:23][CH:24]=[CH:25][CH:26]=4)[CH:21]=3)[N:19]=2)=[O:14])OCC[O:3]1, predict the reaction product. The product is: [CH:21]1[C:22]2[C:27](=[CH:26][CH:25]=[CH:24][CH:23]=2)[CH:28]=[CH:29][C:20]=1[C:18]1[NH:19][C:15]([C:13](=[O:14])[CH2:12][CH2:11][CH2:10][CH2:9][CH2:8][CH2:7][C:2](=[O:3])[CH3:1])=[N:16][CH:17]=1. (2) Given the reactants [CH3:1][O:2][C:3]1[CH:4]=[C:5]2[C:9](=[CH:10][CH:11]=1)[CH:8]([C:12]([OH:14])=O)[CH2:7][CH2:6]2.[CH2:15]([N:17]1[CH:21]=[C:20]([CH2:22][NH:23][C:24]2[CH:29]=[CH:28][C:27]([CH:30]([CH3:32])[CH3:31])=[CH:26][CH:25]=2)[CH:19]=[N:18]1)[CH3:16], predict the reaction product. The product is: [CH2:15]([N:17]1[CH:21]=[C:20]([CH2:22][N:23]([C:24]2[CH:25]=[CH:26][C:27]([CH:30]([CH3:31])[CH3:32])=[CH:28][CH:29]=2)[C:12]([CH:8]2[C:9]3[C:5](=[CH:4][C:3]([O:2][CH3:1])=[CH:11][CH:10]=3)[CH2:6][CH2:7]2)=[O:14])[CH:19]=[N:18]1)[CH3:16].